Dataset: Forward reaction prediction with 1.9M reactions from USPTO patents (1976-2016). Task: Predict the product of the given reaction. (1) Given the reactants [F:1][C:2]1[CH:7]=[CH:6][CH:5]=[C:4]([F:8])[C:3]=1[CH:9]([C:11]1[CH:16]=[CH:15][C:14]([OH:17])=[C:13]([O:18][CH3:19])[CH:12]=1)O.[SiH](CC)(CC)CC.B(F)(F)F.CCOCC, predict the reaction product. The product is: [F:1][C:2]1[CH:7]=[CH:6][CH:5]=[C:4]([F:8])[C:3]=1[CH2:9][C:11]1[CH:16]=[CH:15][C:14]([OH:17])=[C:13]([O:18][CH3:19])[CH:12]=1. (2) Given the reactants C([O-])([O-])=O.[Cs+].[Cs+].[CH3:7][S:8]([N:11]1[CH2:16][CH2:15][C:14]2[NH:17][N:18]=[C:19]([C:20]3[CH:25]=[CH:24][C:23]([C:26]([F:29])([F:28])[F:27])=[CH:22][CH:21]=3)[C:13]=2[CH2:12]1)(=[O:10])=[O:9].Br[CH2:31][CH2:32][CH2:33][OH:34].CO, predict the reaction product. The product is: [CH3:7][S:8]([N:11]1[CH2:16][CH2:15][C:14]2[N:17]([CH2:31][CH2:32][CH2:33][OH:34])[N:18]=[C:19]([C:20]3[CH:21]=[CH:22][C:23]([C:26]([F:29])([F:27])[F:28])=[CH:24][CH:25]=3)[C:13]=2[CH2:12]1)(=[O:9])=[O:10]. (3) Given the reactants [OH:1][NH:2][C:3](=[NH:19])[C:4]1[CH:9]=[CH:8][C:7]([N:10]2[CH2:15][CH2:14][N:13]([CH:16]([CH3:18])[CH3:17])[CH2:12][CH2:11]2)=[N:6][CH:5]=1.[C:20]([C:22]1[CH:30]=[CH:29][C:25]([C:26]([Cl:28])=O)=[CH:24][CH:23]=1)#[N:21], predict the reaction product. The product is: [ClH:28].[CH:16]([N:13]1[CH2:12][CH2:11][N:10]([C:7]2[N:6]=[CH:5][C:4]([C:3]3[N:19]=[C:26]([C:25]4[CH:29]=[CH:30][C:22]([C:20]#[N:21])=[CH:23][CH:24]=4)[O:1][N:2]=3)=[CH:9][CH:8]=2)[CH2:15][CH2:14]1)([CH3:17])[CH3:18]. (4) Given the reactants [F:1][C:2]([F:11])([F:10])[C:3]1[CH:4]=[C:5]([OH:9])[CH:6]=[CH:7][CH:8]=1.[Br:12]Br.Br, predict the reaction product. The product is: [Br:12][C:8]1[CH:7]=[CH:6][C:5]([OH:9])=[CH:4][C:3]=1[C:2]([F:10])([F:11])[F:1]. (5) Given the reactants [NH:1]1[C:9]2[C:4](=[CH:5][CH:6]=[CH:7][C:8]=2[CH:10]=[O:11])[CH:3]=[CH:2]1.[F:12][C:13]1[CH:18]=[CH:17][C:16]([C:19](O)([CH2:22][CH3:23])[CH2:20][CH3:21])=[CH:15][CH:14]=1.FC(F)(F)C(O)=O.C(=O)(O)[O-].[Na+], predict the reaction product. The product is: [CH2:20]([C:19]([C:3]1[C:4]2[C:9](=[C:8]([CH:10]=[O:11])[CH:7]=[CH:6][CH:5]=2)[NH:1][CH:2]=1)([C:16]1[CH:15]=[CH:14][C:13]([F:12])=[CH:18][CH:17]=1)[CH2:22][CH3:23])[CH3:21]. (6) The product is: [F:24][C:25]1[CH:33]=[C:32]2[C:28]([C:29]([C:41]3[CH:46]=[CH:45][C:44]([S:47]([NH:48][CH2:49][CH2:50][N:51]([CH3:56])[S:52]([CH3:55])(=[O:54])=[O:53])(=[O:58])=[O:57])=[N:43][CH:42]=3)=[CH:30][NH:31]2)=[CH:27][CH:26]=1. Given the reactants FC1C=C2C(C(C3C=CC(N4CCC(N)CC4)=NC=3)=CN2)=CC=1.[F:24][C:25]1[CH:33]=[C:32]2[C:28]([C:29]([C:41]3[CH:42]=[N:43][C:44]([S:47](=[O:58])(=[O:57])[NH:48][CH2:49][CH2:50][N:51]([CH3:56])[S:52]([CH3:55])(=[O:54])=[O:53])=[CH:45][CH:46]=3)=[CH:30][N:31]2C(OC(C)(C)C)=O)=[CH:27][CH:26]=1, predict the reaction product. (7) Given the reactants Cl[C:2]1[N:7]=[CH:6][N:5]=[C:4]2[C:8]3[C:9](=[N:11][C:12]([N:22]4[CH2:27][CH2:26][O:25][CH2:24][CH2:23]4)=[C:13]4[CH2:18][O:17][C:16]([CH2:20][CH3:21])([CH3:19])[CH2:15][C:14]=34)[S:10][C:3]=12.[N:28]1[CH:33]=[CH:32][CH:31]=[C:30]([CH2:34][NH2:35])[CH:29]=1, predict the reaction product. The product is: [CH2:20]([C:16]1([CH3:19])[O:17][CH2:18][C:13]2=[C:12]([N:22]3[CH2:27][CH2:26][O:25][CH2:24][CH2:23]3)[N:11]=[C:9]3[S:10][C:3]4[C:4](=[N:5][CH:6]=[N:7][C:2]=4[NH:35][CH2:34][C:30]4[CH:29]=[N:28][CH:33]=[CH:32][CH:31]=4)[C:8]3=[C:14]2[CH2:15]1)[CH3:21]. (8) Given the reactants [CH3:1][C:2]1[CH:7]=[CH:6][N:5]=[CH:4][C:3]=1[N:8]1[CH:17]=[CH:16][C:15]2[C:10](=[CH:11][CH:12]=[CH:13][C:14]=2[N+:18]([O-])=O)[C:9]1=[O:21].CO, predict the reaction product. The product is: [NH2:18][C:14]1[CH:13]=[CH:12][CH:11]=[C:10]2[C:15]=1[CH:16]=[CH:17][N:8]([C:3]1[CH:4]=[N:5][CH:6]=[CH:7][C:2]=1[CH3:1])[C:9]2=[O:21]. (9) Given the reactants [C:1]([OH:5])([CH3:4])([CH3:3])[CH3:2].C(OC(OC(C)(C)C)=O)(OC(C)(C)C)=O.[F:21][C:22]1[CH:30]=[N:29][CH:28]=[CH:27][C:23]=1[C:24](O)=[O:25].C(=O)([O-])O.[Na+], predict the reaction product. The product is: [F:21][C:22]1[CH:30]=[N:29][CH:28]=[CH:27][C:23]=1[C:24]([O:5][C:1]([CH3:4])([CH3:3])[CH3:2])=[O:25].